This data is from Full USPTO retrosynthesis dataset with 1.9M reactions from patents (1976-2016). The task is: Predict the reactants needed to synthesize the given product. (1) Given the product [Br:11][C:7]1[C:8]([F:10])=[CH:9][C:4]([CH2:18][OH:19])=[C:5]([F:12])[CH:6]=1, predict the reactants needed to synthesize it. The reactants are: N#N.Br[C:4]1[CH:9]=[C:8]([F:10])[C:7]([Br:11])=[CH:6][C:5]=1[F:12].[Li]CCCC.[C:18](=O)=[O:19].S(C)C. (2) Given the product [CH:17]([N:14]1[C:4]2[N:5]=[C:6]([OH:13])[CH:7]=[C:2]([OH:1])[C:3]=2[CH:16]=[N:15]1)([CH3:19])[CH3:18], predict the reactants needed to synthesize it. The reactants are: [OH:1][C:2]1[C:3]2[CH:16]=[N:15][N:14]([CH:17]([CH3:19])[CH3:18])[C:4]=2[NH:5][C:6](=[O:13])[C:7]=1C(OCC)=O.Cl. (3) Given the product [NH2:21][C:18]1[CH:19]=[CH:20][C:15]([C:13]2[CH:12]=[CH:11][N:10]=[C:9]([N:8]([CH2:1][C:2]3[CH:3]=[CH:4][CH:5]=[CH:6][CH:7]=3)[CH3:26])[CH:14]=2)=[C:16]([O:24][CH3:25])[CH:17]=1, predict the reactants needed to synthesize it. The reactants are: [CH2:1]([N:8]([CH3:26])[C:9]1[CH:14]=[C:13]([C:15]2[CH:20]=[CH:19][C:18]([N+:21]([O-])=O)=[CH:17][C:16]=2[O:24][CH3:25])[CH:12]=[CH:11][N:10]=1)[C:2]1[CH:7]=[CH:6][CH:5]=[CH:4][CH:3]=1.O.O.[Sn](Cl)Cl.C([O-])(O)=O.[Na+]. (4) Given the product [NH2:2][CH:3]1[CH2:9][CH2:8][N:7]([S:10]([C:13]2[CH:19]=[CH:18][C:16]([CH3:17])=[CH:15][CH:14]=2)(=[O:12])=[O:11])[C:6]2[CH:20]=[CH:21][CH:22]=[CH:23][C:5]=2[CH:4]1[OH:24], predict the reactants needed to synthesize it. The reactants are: O[N:2]=[C:3]1[CH2:9][CH2:8][N:7]([S:10]([C:13]2[CH:19]=[CH:18][C:16]([CH3:17])=[CH:15][CH:14]=2)(=[O:12])=[O:11])[C:6]2[CH:20]=[CH:21][CH:22]=[CH:23][C:5]=2[C:4]1=[O:24].[H][H]. (5) Given the product [N:1]1([CH2:7][C@H:8]2[CH2:13][CH2:12][CH2:11][CH2:10][C@@H:9]2[NH:14][C:15](=[O:27])[C:16]2[CH:21]=[CH:20][C:19]([N:22]3[CH:26]=[CH:25][CH:24]=[N:23]3)=[CH:18][CH:17]=2)[CH2:2][CH2:3][CH2:4][CH2:5][CH2:6]1, predict the reactants needed to synthesize it. The reactants are: [N:1]1([CH2:7][C@@H:8]2[CH2:13][CH2:12][CH2:11][CH2:10][C@H:9]2[NH:14][C:15](=[O:27])[C:16]2[CH:21]=[CH:20][C:19]([N:22]3[CH:26]=[CH:25][CH:24]=[N:23]3)=[CH:18][CH:17]=2)[CH2:6][CH2:5][CH2:4][CH2:3][CH2:2]1.C(NCC)C. (6) Given the product [NH:45]1[CH2:44][CH2:43][N:42]=[C:41]1[NH:39][N:40]=[CH:35][C:27]1[NH:28][C:29](=[O:34])[C:30]2[C:25]([CH:26]=1)=[CH:24][C:23]1[CH2:22][CH2:21][C:18]3([C:17](=[O:37])[C:4]4=[C:5]([OH:16])[C:6]5[C:7](=[O:15])[CH:8]=[C:9]([O:13][CH3:14])[C:10](=[O:12])[C:11]=5[C:2]([OH:1])=[C:3]4[C:19]3=[O:20])[C:32]=1[C:31]=2[OH:33], predict the reactants needed to synthesize it. The reactants are: [OH:1][C:2]1[C:11]2[C:10](=[O:12])[C:9]([O:13][CH3:14])=[CH:8][C:7](=[O:15])[C:6]=2[C:5]([OH:16])=[C:4]2[C:17](=[O:37])[C@:18]3([C:32]4[C:31]([OH:33])=[C:30]5[C:25]([CH:26]=[C:27]([CH:35]=O)[NH:28][C:29]5=[O:34])=[CH:24][C:23]=4[CH2:22][CH2:21]3)[C:19](=[O:20])[C:3]=12.Br.[NH:39]([C:41]1[NH:42][CH2:43][CH2:44][N:45]=1)[NH2:40].C1C=CC(CNC(CN2C3C(=CC=CC=3)C(C=O)=C2)=O)=CC=1. (7) Given the product [NH2:19][C:20](=[O:47])[C@@H:21]([NH:30][C:31]([C:33]1([NH:39][C:40](=[O:46])[O:41][C:42]([CH3:43])([CH3:45])[CH3:44])[CH2:34][CH2:35][O:36][CH2:37][CH2:38]1)=[O:32])[CH2:22][C:23]1[CH:28]=[CH:27][C:26]([B:9]2[O:10][C:11]([CH3:16])([CH3:17])[C:12]([CH3:14])([CH3:15])[O:13]2)=[CH:25][CH:24]=1, predict the reactants needed to synthesize it. The reactants are: [CH3:16][C:11]1([CH3:17])[C:12]([CH3:15])([CH3:14])[O:13][B:9]([B:9]2[O:13][C:12]([CH3:15])([CH3:14])[C:11]([CH3:17])([CH3:16])[O:10]2)[O:10]1.[NH2:19][C:20](=[O:47])[C@@H:21]([NH:30][C:31]([C:33]1([NH:39][C:40](=[O:46])[O:41][C:42]([CH3:45])([CH3:44])[CH3:43])[CH2:38][CH2:37][O:36][CH2:35][CH2:34]1)=[O:32])[CH2:22][C:23]1[CH:28]=[CH:27][C:26](I)=[CH:25][CH:24]=1.C([O-])(=O)C.[K+].